Dataset: Reaction yield outcomes from USPTO patents with 853,638 reactions. Task: Predict the reaction yield, written as a fraction of the theoretical maximum amount of product (1.0 means a 100% yield; for example, 0.34 means a 34% yield). (1) The reactants are CCN(C(C)C)C(C)C.C1C=NC2N(O)N=NC=2C=1.CCN=C=NCCCN(C)C.Cl.[CH3:32][O:33][C:34]1[CH:35]=[C:36]2[C:41](=[CH:42][CH:43]=1)[CH:40]=[C:39]([S:44]([N:47]1[CH2:52][CH2:51][N:50]3[CH:53]=[CH:54][CH:55]=[C:49]3[CH:48]1[CH2:56][C:57](O)=[O:58])(=[O:46])=[O:45])[CH:38]=[CH:37]2.[N:60]1([CH2:66][C:67]2[CH:68]=[C:69]3[C:74](=[CH:75][CH:76]=2)[C@H:73]([NH2:77])[CH2:72][CH2:71][CH2:70]3)[CH2:65][CH2:64][CH2:63][CH2:62][CH2:61]1. The catalyst is C(Cl)Cl. The product is [CH3:32][O:33][C:34]1[CH:35]=[C:36]2[C:41](=[CH:42][CH:43]=1)[CH:40]=[C:39]([S:44]([N:47]1[CH2:52][CH2:51][N:50]3[CH:53]=[CH:54][CH:55]=[C:49]3[CH:48]1[CH2:56][C:57]([NH:77][C@H:73]1[C:74]3[C:69](=[CH:68][C:67]([CH2:66][N:60]4[CH2:61][CH2:62][CH2:63][CH2:64][CH2:65]4)=[CH:76][CH:75]=3)[CH2:70][CH2:71][CH2:72]1)=[O:58])(=[O:45])=[O:46])[CH:38]=[CH:37]2. The yield is 0.550. (2) The reactants are [CH3:1][N:2]1[CH:6]=[CH:5][C:4]([NH2:7])=[N:3]1.[CH3:8][C:9](=O)[CH2:10][CH2:11][C:12](=O)[CH3:13].CC1C=CC(S(O)(=O)=O)=CC=1.O. The catalyst is C1(C)C=CC=CC=1. The product is [CH3:13][C:12]1[N:7]([C:4]2[CH:5]=[CH:6][N:2]([CH3:1])[N:3]=2)[C:9]([CH3:8])=[CH:10][CH:11]=1. The yield is 0.520. (3) The yield is 0.362. The reactants are O.[C:2]([O:5][CH2:6][CH2:7][CH2:8][CH2:9]/[C:10](/[CH3:26])=[CH:11]/[CH2:12][C:13]1[C:18]([CH3:19])=[C:17]([O:20]C)[C:16]([CH3:22])=[C:15]([CH3:23])[C:14]=1[O:24]C)(=[O:4])[CH3:3].CCOC(C)=O. The product is [C:2]([O:5][CH2:6][CH2:7][CH2:8][CH2:9]/[C:10](/[CH3:26])=[CH:11]/[CH2:12][C:13]1[C:14](=[O:24])[C:15]([CH3:23])=[C:16]([CH3:22])[C:17](=[O:20])[C:18]=1[CH3:19])(=[O:4])[CH3:3]. The catalyst is C(C#N)(C)=O.